This data is from Full USPTO retrosynthesis dataset with 1.9M reactions from patents (1976-2016). The task is: Predict the reactants needed to synthesize the given product. (1) Given the product [C:20]([O:19][C:17]([NH:16][CH2:15][CH2:14][CH2:13][O:12][C:4]1[CH:3]=[C:2]([N:24]2[CH2:28][CH2:27][CH2:26][CH2:25]2)[CH:11]=[CH:10][C:5]=1[C:6]([O:8][CH3:9])=[O:7])=[O:18])([CH3:23])([CH3:22])[CH3:21], predict the reactants needed to synthesize it. The reactants are: F[C:2]1[CH:11]=[CH:10][C:5]([C:6]([O:8][CH3:9])=[O:7])=[C:4]([O:12][CH2:13][CH2:14][CH2:15][NH:16][C:17]([O:19][C:20]([CH3:23])([CH3:22])[CH3:21])=[O:18])[CH:3]=1.[NH:24]1[CH2:28][CH2:27][CH2:26][CH2:25]1. (2) The reactants are: [CH3:1][C:2]1[CH:7]=[CH:6][CH:5]=[CH:4][C:3]=1[C:8](=[CH:13][O:14][CH3:15])[C:9]([O:11][CH3:12])=[O:10].O.N(C(C)(CC(OC)(C)C)C#N)=NC(C)(CC(C)(OC)C)C#N.[Br:39]Br. Given the product [Br:39][CH2:1][C:2]1[CH:7]=[CH:6][CH:5]=[CH:4][C:3]=1[C:8](=[CH:13][O:14][CH3:15])[C:9]([O:11][CH3:12])=[O:10], predict the reactants needed to synthesize it. (3) Given the product [ClH:29].[O:1]1[C:5]2[CH:6]=[CH:7][C:8]([CH2:10][N:11]3[CH2:16][CH2:15][C:14]([CH2:18][C:19](=[O:26])[C:20]4[CH:25]=[CH:24][CH:23]=[CH:22][CH:21]=4)([Cl:29])[CH2:13][CH2:12]3)=[CH:9][C:4]=2[O:3][CH2:2]1, predict the reactants needed to synthesize it. The reactants are: [O:1]1[C:5]2[CH:6]=[CH:7][C:8]([CH2:10][N:11]3[CH2:16][CH2:15][C:14]([CH2:18][C:19](=[O:26])[C:20]4[CH:25]=[CH:24][CH:23]=[CH:22][CH:21]=4)(O)[CH2:13][CH2:12]3)=[CH:9][C:4]=2[O:3][CH2:2]1.O=S(Cl)[Cl:29].